From a dataset of NCI-60 drug combinations with 297,098 pairs across 59 cell lines. Regression. Given two drug SMILES strings and cell line genomic features, predict the synergy score measuring deviation from expected non-interaction effect. (1) Drug 1: CN1C(=O)N2C=NC(=C2N=N1)C(=O)N. Drug 2: CC1=C(C=C(C=C1)C(=O)NC2=CC(=CC(=C2)C(F)(F)F)N3C=C(N=C3)C)NC4=NC=CC(=N4)C5=CN=CC=C5. Cell line: OVCAR-5. Synergy scores: CSS=1.60, Synergy_ZIP=1.92, Synergy_Bliss=2.30, Synergy_Loewe=0.182, Synergy_HSA=-0.759. (2) Drug 1: C#CCC(CC1=CN=C2C(=N1)C(=NC(=N2)N)N)C3=CC=C(C=C3)C(=O)NC(CCC(=O)O)C(=O)O. Drug 2: C1CCC(C(C1)N)N.C(=O)(C(=O)[O-])[O-].[Pt+4]. Cell line: HCT-15. Synergy scores: CSS=50.1, Synergy_ZIP=3.92, Synergy_Bliss=4.96, Synergy_Loewe=0.219, Synergy_HSA=0.149. (3) Drug 1: CC1C(C(=O)NC(C(=O)N2CCCC2C(=O)N(CC(=O)N(C(C(=O)O1)C(C)C)C)C)C(C)C)NC(=O)C3=C4C(=C(C=C3)C)OC5=C(C(=O)C(=C(C5=N4)C(=O)NC6C(OC(=O)C(N(C(=O)CN(C(=O)C7CCCN7C(=O)C(NC6=O)C(C)C)C)C)C(C)C)C)N)C. Drug 2: CC12CCC3C(C1CCC2OP(=O)(O)O)CCC4=C3C=CC(=C4)OC(=O)N(CCCl)CCCl.[Na+]. Cell line: OVCAR-5. Synergy scores: CSS=67.0, Synergy_ZIP=11.5, Synergy_Bliss=16.9, Synergy_Loewe=17.7, Synergy_HSA=18.7.